This data is from Reaction yield outcomes from USPTO patents with 853,638 reactions. The task is: Predict the reaction yield, written as a fraction of the theoretical maximum amount of product (1.0 means a 100% yield; for example, 0.34 means a 34% yield). (1) The reactants are [CH:1]([C:3]1[CH:15]=[C:14]([C:16]2[S:17][CH:18]=[CH:19][CH:20]=2)[C:13]([O:21][CH3:22])=[CH:12][C:4]=1[O:5][C:6]([CH3:11])([CH3:10])[C:7]([OH:9])=[O:8])=O.[C:23]([C:26]1[CH:34]=[CH:33][C:29]([C:30]([OH:32])=[O:31])=[CH:28][CH:27]=1)(=[O:25])[CH3:24].C[O-].[Li+].Cl. The catalyst is CN(C)C=O.CO.O. The product is [C:7]([C:6]([CH3:11])([O:5][C:4]1[CH:12]=[C:13]([O:21][CH3:22])[C:14]([C:16]2[S:17][CH:18]=[CH:19][CH:20]=2)=[CH:15][C:3]=1/[CH:1]=[CH:24]/[C:23]([C:26]1[CH:34]=[CH:33][C:29]([C:30]([OH:32])=[O:31])=[CH:28][CH:27]=1)=[O:25])[CH3:10])([OH:9])=[O:8]. The yield is 0.850. (2) The reactants are COCCOC.C(=O)([O-])[O-].[Na+].[Na+].Cl[C:14]1[CH:19]=[CH:18][N:17]=[CH:16][C:15]=1[N+:20]([O-:22])=[O:21].CC1(C)C(C)(C)OB([C:31]2[CH2:40][CH2:39][C:34]3([O:38][CH2:37][CH2:36][O:35]3)[CH2:33][CH:32]=2)O1. The catalyst is C(OCC)(=O)C.C1C=CC(P(C2C=CC=CC=2)[C-]2C=CC=C2)=CC=1.C1C=CC(P(C2C=CC=CC=2)[C-]2C=CC=C2)=CC=1.Cl[Pd]Cl.[Fe+2].C(Cl)Cl. The product is [N+:20]([C:15]1[CH:16]=[N:17][CH:18]=[CH:19][C:14]=1[C:31]1[CH2:40][CH2:39][C:34]2([O:38][CH2:37][CH2:36][O:35]2)[CH2:33][CH:32]=1)([O-:22])=[O:21]. The yield is 0.830. (3) The reactants are [C:1]([SiH2:5][O:6][C:7]([CH3:18])([CH3:17])[C:8]1[CH:9]=[C:10]([CH:13]=[CH:14][C:15]=1[Cl:16])[CH:11]=O)([CH3:4])([CH3:3])[CH3:2].CCN(C(C)C)C(C)C.Cl.[F:29][CH2:30][CH2:31][NH2:32].[BH4-].[Na+].[CH3:35][C:36]([O:39][C:40](O[C:40]([O:39][C:36]([CH3:38])([CH3:37])[CH3:35])=[O:41])=[O:41])([CH3:38])[CH3:37]. The catalyst is CO.C(Cl)Cl. The product is [C:36]([O:39][C:40](=[O:41])[N:32]([CH2:11][C:10]1[CH:13]=[CH:14][C:15]([Cl:16])=[C:8]([C:7]([CH3:18])([CH3:17])[O:6][SiH2:5][C:1]([CH3:4])([CH3:3])[CH3:2])[CH:9]=1)[CH2:31][CH2:30][F:29])([CH3:38])([CH3:37])[CH3:35]. The yield is 0.850. (4) The reactants are [Cl:1][C:2]1[CH:3]=[C:4]([CH:6]=[CH:7][C:8]=1[F:9])[NH2:5].Cl[C:11]1[C:20]2[C:15](=[CH:16][C:17]([O:25][CH2:26][CH3:27])=[C:18]([O:21]C(=O)C)[CH:19]=2)[N:14]=[CH:13][N:12]=1. The catalyst is C(O)(C)C. The product is [Cl:1][C:2]1[CH:3]=[C:4]([NH:5][C:11]2[C:20]3[C:15](=[CH:16][C:17]([O:25][CH2:26][CH3:27])=[C:18]([OH:21])[CH:19]=3)[N:14]=[CH:13][N:12]=2)[CH:6]=[CH:7][C:8]=1[F:9]. The yield is 0.790. (5) The reactants are [OH:1][C@H:2]([CH3:6])[C:3](N)=O.F[B-](F)(F)F.C([O+](CC)CC)C.C([O:22][CH2:23][CH:24]1[CH2:29][CH2:28][C@H:27]([NH:30][C:31]2[C:36]([NH2:37])=[CH:35][N:34]=[C:33]3[CH:38]=[CH:39][S:40][C:32]=23)[CH2:26][O:25]1)(=O)C.[OH-].[Li+]. The yield is 0.630. The catalyst is C1COCC1.C(O)C.O.CO. The product is [OH:22][CH2:23][CH:24]1[O:25][CH2:26][C@@H:27]([N:30]2[C:31]3=[C:32]4[S:40][CH:39]=[CH:38][C:33]4=[N:34][CH:35]=[C:36]3[N:37]=[C:3]2[C@H:2]([OH:1])[CH3:6])[CH2:28][CH2:29]1. (6) The reactants are Br[C:2]1[CH:3]=[C:4]([CH:29]=[CH:30][CH:31]=1)[C:5]([NH:7][C:8]1[CH:13]=[CH:12][C:11]([N:14]2[C:18]([C:19]([F:22])([F:21])[F:20])=[CH:17][C:16]([C:23]3[CH:24]=[N:25][CH:26]=[CH:27][CH:28]=3)=[N:15]2)=[CH:10][N:9]=1)=[O:6].[F:32][C:33]1[CH:38]=[CH:37][C:36](B(O)O)=[CH:35][N:34]=1.C(=O)([O-])[O-].[Cs+].[Cs+]. The catalyst is CN(C)C=O.C1C=CC([P]([Pd]([P](C2C=CC=CC=2)(C2C=CC=CC=2)C2C=CC=CC=2)([P](C2C=CC=CC=2)(C2C=CC=CC=2)C2C=CC=CC=2)[P](C2C=CC=CC=2)(C2C=CC=CC=2)C2C=CC=CC=2)(C2C=CC=CC=2)C2C=CC=CC=2)=CC=1. The product is [F:32][C:33]1[N:34]=[CH:35][C:36]([C:2]2[CH:3]=[C:4]([CH:29]=[CH:30][CH:31]=2)[C:5]([NH:7][C:8]2[CH:13]=[CH:12][C:11]([N:14]3[C:18]([C:19]([F:20])([F:22])[F:21])=[CH:17][C:16]([C:23]4[CH:24]=[N:25][CH:26]=[CH:27][CH:28]=4)=[N:15]3)=[CH:10][N:9]=2)=[O:6])=[CH:37][CH:38]=1. The yield is 0.490. (7) The reactants are [Br:1][C:2]1[CH:3]=[C:4]2[C:8](=[CH:9][CH:10]=1)[NH:7][CH:6]=[C:5]2[C:11](=[O:16])C(F)(F)F.Cl.[OH-:18].[Na+]. No catalyst specified. The product is [Br:1][C:2]1[CH:3]=[C:4]2[C:8](=[CH:9][CH:10]=1)[NH:7][CH:6]=[C:5]2[C:11]([OH:16])=[O:18]. The yield is 1.00. (8) The catalyst is C(Cl)Cl. The yield is 0.590. The product is [C:42]([Si:39]([CH3:41])([CH3:40])[O:46][C@@H:47]1[CH2:51][N:50]([C:52]([O:54][C:55]([CH3:58])([CH3:57])[CH3:56])=[O:53])[C@@H:49]([CH2:59][O:36][C:34]2[CH:33]=[C:32]([O:37][CH3:38])[CH:31]=[C:30]3[C:35]=2[C:26]([NH:25][C:20]2[CH:21]=[CH:22][C:23]([F:24])=[C:18]([Cl:17])[CH:19]=2)=[N:27][CH:28]=[N:29]3)[CH2:48]1)([CH3:44])([CH3:45])[CH3:43]. The reactants are CC(OC(/N=N/C(OC(C)(C)C)=O)=O)(C)C.[Cl:17][C:18]1[CH:19]=[C:20]([NH:25][C:26]2[C:35]3[C:34]([OH:36])=[CH:33][C:32]([O:37][CH3:38])=[CH:31][C:30]=3[N:29]=[CH:28][N:27]=2)[CH:21]=[CH:22][C:23]=1[F:24].[Si:39]([O:46][C@@H:47]1[CH2:51][N:50]([C:52]([O:54][C:55]([CH3:58])([CH3:57])[CH3:56])=[O:53])[C@@H:49]([CH2:59]O)[CH2:48]1)([C:42]([CH3:45])([CH3:44])[CH3:43])([CH3:41])[CH3:40].C1(P(C2C=CC=CC=2)C2C=CC=CC=2)C=CC=CC=1. (9) The reactants are Cl[CH2:2][C:3]1[CH:4]=[C:5]([F:12])[C:6]2[O:10][CH2:9][O:8][C:7]=2[CH:11]=1.[C-:13]#[N:14].[Na+].O. The catalyst is CS(C)=O. The product is [F:12][C:5]1[C:6]2[O:10][CH2:9][O:8][C:7]=2[CH:11]=[C:3]([CH2:2][C:13]#[N:14])[CH:4]=1. The yield is 0.700.